This data is from NCI-60 drug combinations with 297,098 pairs across 59 cell lines. The task is: Regression. Given two drug SMILES strings and cell line genomic features, predict the synergy score measuring deviation from expected non-interaction effect. (1) Synergy scores: CSS=-1.20, Synergy_ZIP=-0.904, Synergy_Bliss=1.33, Synergy_Loewe=-18.1, Synergy_HSA=-5.66. Drug 2: C1=NC(=NC(=O)N1C2C(C(C(O2)CO)O)O)N. Drug 1: COC1=NC(=NC2=C1N=CN2C3C(C(C(O3)CO)O)O)N. Cell line: SK-MEL-5. (2) Drug 1: CCC1=C2CN3C(=CC4=C(C3=O)COC(=O)C4(CC)O)C2=NC5=C1C=C(C=C5)O. Drug 2: C1CCC(C(C1)N)N.C(=O)(C(=O)[O-])[O-].[Pt+4]. Cell line: IGROV1. Synergy scores: CSS=20.6, Synergy_ZIP=-3.31, Synergy_Bliss=3.94, Synergy_Loewe=-20.0, Synergy_HSA=4.98. (3) Drug 1: CS(=O)(=O)C1=CC(=C(C=C1)C(=O)NC2=CC(=C(C=C2)Cl)C3=CC=CC=N3)Cl. Drug 2: CN(C)C1=NC(=NC(=N1)N(C)C)N(C)C. Cell line: OVCAR-5. Synergy scores: CSS=9.07, Synergy_ZIP=-1.52, Synergy_Bliss=1.16, Synergy_Loewe=-3.42, Synergy_HSA=-2.78.